This data is from Full USPTO retrosynthesis dataset with 1.9M reactions from patents (1976-2016). The task is: Predict the reactants needed to synthesize the given product. (1) Given the product [F:27][C:28]1[CH:29]=[C:30]([N:31]([CH3:32])[CH:4]([C:6]2[CH:7]=[C:8]([C:23]([O:25][CH3:26])=[O:24])[CH:9]=[C:10]3[C:15]=2[O:14][C:13]([N:16]2[CH2:21][CH2:20][O:19][CH2:18][CH2:17]2)=[CH:12][C:11]3=[O:22])[CH3:5])[CH:33]=[C:34]([F:36])[CH:35]=1, predict the reactants needed to synthesize it. The reactants are: [I-].[K+].Br[CH:4]([C:6]1[CH:7]=[C:8]([C:23]([O:25][CH3:26])=[O:24])[CH:9]=[C:10]2[C:15]=1[O:14][C:13]([N:16]1[CH2:21][CH2:20][O:19][CH2:18][CH2:17]1)=[CH:12][C:11]2=[O:22])[CH3:5].[F:27][C:28]1[CH:29]=[C:30]([CH:33]=[C:34]([F:36])[CH:35]=1)[NH:31][CH3:32]. (2) Given the product [CH2:1]([Si:3]([CH3:21])([CH3:22])[C:4]1[CH:8]=[C:7]([C:9]([OH:11])=[O:10])[N:6]([C:14]2[CH:15]=[CH:16][C:17]([CH3:20])=[CH:18][CH:19]=2)[N:5]=1)[CH3:2], predict the reactants needed to synthesize it. The reactants are: [CH2:1]([Si:3]([CH3:22])([CH3:21])[C:4]1[CH:8]=[C:7]([C:9]([O:11]CC)=[O:10])[N:6]([C:14]2[CH:19]=[CH:18][C:17]([CH3:20])=[CH:16][CH:15]=2)[N:5]=1)[CH3:2].[OH-].[Na+]. (3) Given the product [C:1]([O:5][C:6]([N:8]1[CH2:13][CH:12]2[CH2:14][CH:9]1[CH2:10][N:11]2[C:15]1[C:23]2[C:18](=[CH:19][C:20]([F:24])=[CH:21][CH:22]=2)[NH:17][N:16]=1)=[O:7])([CH3:4])([CH3:2])[CH3:3], predict the reactants needed to synthesize it. The reactants are: [C:1]([O:5][C:6]([N:8]1[CH2:13][CH:12]2[CH2:14][CH:9]1[CH2:10][N:11]2[C:15]1[C:23]2[C:18](=[CH:19][C:20]([F:24])=[CH:21][CH:22]=2)[N:17](S(C2C=CC(C)=CC=2)(=O)=O)[N:16]=1)=[O:7])([CH3:4])([CH3:3])[CH3:2].C(O)C.[OH-].[K+].Cl. (4) Given the product [NH2:1][C:2]1[C:10]2[CH2:9][CH2:8][N:7]([C:11]3[CH:16]=[CH:15][C:14]([CH3:17])=[CH:13][CH:12]=3)[C:6](=[O:18])[C:5]=2[N:4]([C:19](=[O:22])[CH2:27][CH2:28][N:30]2[CH2:31][CH2:32][N:33]([C:36]3[CH:37]=[CH:38][C:39]([C:42]([F:45])([F:43])[F:44])=[CH:40][CH:41]=3)[CH2:34][CH2:35]2)[N:3]=1, predict the reactants needed to synthesize it. The reactants are: [NH2:1][C:2]1[C:10]2[CH2:9][CH2:8][N:7]([C:11]3[CH:16]=[CH:15][C:14]([CH3:17])=[CH:13][CH:12]=3)[C:6](=[O:18])[C:5]=2[NH:4][N:3]=1.[C:19](=[O:22])([O-])[O-].[K+].[K+].ClC[CH2:27][C:28]([N:30]1[CH2:35][CH2:34][N:33]([C:36]2[CH:41]=[CH:40][C:39]([C:42]([F:45])([F:44])[F:43])=[CH:38][CH:37]=2)[CH2:32][CH2:31]1)=O.